This data is from Peptide-MHC class I binding affinity with 185,985 pairs from IEDB/IMGT. The task is: Regression. Given a peptide amino acid sequence and an MHC pseudo amino acid sequence, predict their binding affinity value. This is MHC class I binding data. (1) The peptide sequence is LEGAGELIRIL. The MHC is Mamu-A11 with pseudo-sequence Mamu-A11. The binding affinity (normalized) is 0.254. (2) The peptide sequence is HPNPKGFCDL. The MHC is HLA-B51:01 with pseudo-sequence HLA-B51:01. The binding affinity (normalized) is 0.369. (3) The peptide sequence is LTNKHCLNNY. The MHC is HLA-A33:01 with pseudo-sequence HLA-A33:01. The binding affinity (normalized) is 0. (4) The peptide sequence is CTDKFSQLF. The MHC is HLA-A30:01 with pseudo-sequence HLA-A30:01. The binding affinity (normalized) is 0.0847.